This data is from Reaction yield outcomes from USPTO patents with 853,638 reactions. The task is: Predict the reaction yield, written as a fraction of the theoretical maximum amount of product (1.0 means a 100% yield; for example, 0.34 means a 34% yield). (1) The reactants are Br[C:2]1[CH:7]=[CH:6][CH:5]=[CH:4][N:3]=1.[CH2:8]([C:12]1[O:13][C:14]2[C:20]([Cl:21])=[CH:19][CH:18]=[C:17]([F:22])[C:15]=2[N:16]=1)[CH2:9][C:10]#[CH:11]. No catalyst specified. The product is [Cl:21][C:20]1[C:14]2[O:13][C:12]([CH2:8][CH2:9][C:10]#[C:11][C:2]3[CH:7]=[CH:6][CH:5]=[CH:4][N:3]=3)=[N:16][C:15]=2[C:17]([F:22])=[CH:18][CH:19]=1. The yield is 0.130. (2) The reactants are [NH:1]1[C:5]2=[N:6][CH:7]=[C:8]([C:10]3[CH:11]=[C:12]([NH:16][S:17]([CH3:20])(=[O:19])=[O:18])[CH:13]=[CH:14][CH:15]=3)[CH:9]=[C:4]2[CH:3]=[CH:2]1.[I:21]N1C(=O)CCC1=O. The catalyst is CC(C)=O. The product is [I:21][C:3]1[C:4]2[C:5](=[N:6][CH:7]=[C:8]([C:10]3[CH:11]=[C:12]([NH:16][S:17]([CH3:20])(=[O:18])=[O:19])[CH:13]=[CH:14][CH:15]=3)[CH:9]=2)[NH:1][CH:2]=1. The yield is 0.500. (3) The reactants are [CH2:1]([O:3][C:4](=[O:15])[CH2:5][S:6][C:7]1[CH:12]=[CH:11][C:10]([OH:13])=[CH:9][C:8]=1[CH3:14])[CH3:2].[OH:16][C@@H:17]([CH3:31])[CH2:18][CH2:19]OS(C1C=CC(C)=CC=1)(=O)=O.C(=O)([O-])[O-].[Cs+].[Cs+]. The catalyst is CN(C=O)C. The product is [CH2:1]([O:3][C:4](=[O:15])[CH2:5][S:6][C:7]1[CH:12]=[CH:11][C:10]([O:13][CH2:19][CH2:18][C@@H:17]([OH:16])[CH3:31])=[CH:9][C:8]=1[CH3:14])[CH3:2]. The yield is 0.590. (4) The reactants are [Al+3].[Cl-].[Cl-].[Cl-].[CH3:5][O:6][C:7]1[CH:15]=[N:14][C:13]([N:16]2[CH:20]=[N:19][CH:18]=[N:17]2)=[C:12]2[C:8]=1[CH:9]=[CH:10][NH:11]2.C([O-])(=[O:23])C.[NH4+].C[CH2:27][O:28][C:29]([CH3:31])=[O:30]. The catalyst is C(Cl)Cl.C[N+]([O-])=O. The product is [CH3:27][O:28][C:29](=[O:30])[C:31]([C:9]1[C:8]2[C:12](=[C:13]([N:16]3[CH:20]=[N:19][CH:18]=[N:17]3)[N:14]=[CH:15][C:7]=2[O:6][CH3:5])[NH:11][CH:10]=1)=[O:23]. The yield is 0.460. (5) The reactants are [NH2:1][CH2:2][CH2:3][CH2:4][CH2:5][C:6]([CH3:44])([CH3:43])[CH2:7][N:8]([S:32]([C:35]1[CH:40]=[CH:39][CH:38]=[C:37]([NH:41][CH3:42])[CH:36]=1)(=[O:34])=[O:33])[CH2:9][C@@H:10]([OH:31])[C@@H:11]([NH:19][C:20](=[O:30])[O:21][C@@H:22]1[C@H:29]2[C@H:25]([O:26][CH2:27][CH2:28]2)[O:24][CH2:23]1)[CH2:12][C:13]1[CH:18]=[CH:17][CH:16]=[CH:15][CH:14]=1.C(N(CC)C(C)C)(C)C.Cl[C:55]([O:57][CH3:58])=[O:56]. The catalyst is C1COCC1. The product is [CH2:12]([C@H:11]([NH:19][C:20](=[O:30])[O:21][C@@H:22]1[C@H:29]2[C@H:25]([O:26][CH2:27][CH2:28]2)[O:24][CH2:23]1)[C@H:10]([OH:31])[CH2:9][N:8]([CH2:7][C:6]([CH3:44])([CH3:43])[CH2:5][CH2:4][CH2:3][CH2:2][NH:1][C:55]([O:57][CH3:58])=[O:56])[S:32]([C:35]1[CH:40]=[CH:39][CH:38]=[C:37]([NH:41][CH3:42])[CH:36]=1)(=[O:34])=[O:33])[C:13]1[CH:14]=[CH:15][CH:16]=[CH:17][CH:18]=1. The yield is 0.920. (6) The reactants are Br[CH2:2][C:3]1[CH:12]=[CH:11][C:6]([C:7]([O:9][CH3:10])=[O:8])=[CH:5][CH:4]=1.[Br:13][C:14]1[CH:15]=[C:16]([OH:20])[CH:17]=[CH:18][CH:19]=1.C(=O)([O-])[O-].[K+].[K+].O. The catalyst is CC(C)=O. The product is [Br:13][C:14]1[CH:15]=[C:16]([CH:17]=[CH:18][CH:19]=1)[O:20][CH2:2][C:3]1[CH:12]=[CH:11][C:6]([C:7]([O:9][CH3:10])=[O:8])=[CH:5][CH:4]=1. The yield is 0.714. (7) The reactants are [F:1][C:2]1([C:9]2[CH:14]=[CH:13][C:12]([C:15]3[CH2:19][C:18]([C:24]4[CH:29]=[C:28]([Cl:30])[C:27]([Cl:31])=[C:26]([Cl:32])[CH:25]=4)([C:20]([F:23])([F:22])[F:21])[O:17][N:16]=3)=[CH:11][CH:10]=2)[CH2:5][CH:4]([C:6]([OH:8])=O)[CH2:3]1.CN(C(O[N:41]1N=N[C:43]2C=CC=N[C:42]1=2)=[N+](C)C)C.F[P-](F)(F)(F)(F)F.C1C=CC2N(O)N=NC=2C=1.CCN(C(C)C)C(C)C.C(N)C. The catalyst is CN(C=O)C.C1COCC1. The product is [CH2:42]([NH:41][C:6]([CH:4]1[CH2:5][C:2]([F:1])([C:9]2[CH:10]=[CH:11][C:12]([C:15]3[CH2:19][C:18]([C:24]4[CH:29]=[C:28]([Cl:30])[C:27]([Cl:31])=[C:26]([Cl:32])[CH:25]=4)([C:20]([F:21])([F:22])[F:23])[O:17][N:16]=3)=[CH:13][CH:14]=2)[CH2:3]1)=[O:8])[CH3:43]. The yield is 0.640. (8) The reactants are C[O:2][C:3]1[CH:4]=[C:5]([C:9]2[S:10][CH:11]=[C:12]([C:14]3[CH:19]=[CH:18][CH:17]=[C:16]([O:20]C)[CH:15]=3)[N:13]=2)[CH:6]=[CH:7][CH:8]=1. The catalyst is CCCCCC.C(OCC)(=O)C. The product is [S:10]1[CH:11]=[C:12]([C:14]2[CH:15]=[C:16]([OH:20])[CH:17]=[CH:18][CH:19]=2)[N:13]=[C:9]1[C:5]1[CH:4]=[C:3]([OH:2])[CH:8]=[CH:7][CH:6]=1. The yield is 0.780. (9) The reactants are [C:1](Cl)(=O)C.[N+:5]([C:8]1[C:9]([C:13]([OH:15])=[O:14])=[N:10][NH:11][CH:12]=1)([O-:7])=[O:6]. The catalyst is CO. The product is [N+:5]([C:8]1[C:9]([C:13]([O:15][CH3:1])=[O:14])=[N:10][NH:11][CH:12]=1)([O-:7])=[O:6]. The yield is 1.00. (10) The reactants are [NH2:1][C:2]1[CH:3]=[CH:4][C:5]([F:12])=[C:6]([CH2:8][C:9](O)=[O:10])[CH:7]=1. The catalyst is C1COCC1. The product is [NH2:1][C:2]1[CH:3]=[CH:4][C:5]([F:12])=[C:6]([CH2:8][CH2:9][OH:10])[CH:7]=1. The yield is 0.590.